The task is: Regression. Given a peptide amino acid sequence and an MHC pseudo amino acid sequence, predict their binding affinity value. This is MHC class II binding data.. This data is from Peptide-MHC class II binding affinity with 134,281 pairs from IEDB. The peptide sequence is AAATAGTTVIGAFAA. The MHC is HLA-DPA10103-DPB10601 with pseudo-sequence HLA-DPA10103-DPB10601. The binding affinity (normalized) is 0.149.